Dataset: Full USPTO retrosynthesis dataset with 1.9M reactions from patents (1976-2016). Task: Predict the reactants needed to synthesize the given product. (1) Given the product [Br:1][C:2]1[CH:11]=[CH:10][CH:9]=[C:8]2[C:3]=1[CH:4]=[C:5]([CH3:27])[C:6]([C:20](=[O:26])[C:21]([O:23][CH2:24][CH3:25])=[O:22])=[C:7]2[C:32]1[CH:33]=[CH:34][C:29]([Cl:28])=[CH:30][CH:31]=1, predict the reactants needed to synthesize it. The reactants are: [Br:1][C:2]1[CH:11]=[CH:10][CH:9]=[C:8]2[C:3]=1[CH:4]=[C:5]([CH3:27])[C:6]([C:20](=[O:26])[C:21]([O:23][CH2:24][CH3:25])=[O:22])=[C:7]2OS(C(F)(F)F)(=O)=O.[Cl:28][C:29]1[CH:34]=[CH:33][C:32](B(O)O)=[CH:31][CH:30]=1.C(=O)([O-])[O-].[K+].[K+]. (2) Given the product [CH:8]1[C:9]2[C:4](=[CH:3][C:2]3[NH:13][C:14]4[CH:15]=[C:16]5[CH:17]=[CH:18][CH:19]=[CH:20][C:21]5=[CH:22][C:23]=4[NH:24][C:11]=3[CH:10]=2)[CH:5]=[CH:6][CH:7]=1, predict the reactants needed to synthesize it. The reactants are: O[C:2]1[C:11](O)=[CH:10][C:9]2[C:4](=[CH:5][CH:6]=[CH:7][CH:8]=2)[CH:3]=1.[NH2:13][C:14]1[C:23]([NH2:24])=[CH:22][C:21]2[C:16](=[CH:17][CH:18]=[CH:19][CH:20]=2)[CH:15]=1.CN(C)C1C=CC=CC=1.C(Cl)Cl. (3) Given the product [CH:1]1([O:7][C:8]2[C:9]([CH3:18])=[N:10][CH:11]=[C:12]([CH:17]=2)[C:13]([O:15][CH3:16])=[S:14])[CH2:5][CH2:4][CH2:3][CH2:2]1, predict the reactants needed to synthesize it. The reactants are: [CH:1]1(Br)[CH2:5][CH2:4][CH2:3][CH2:2]1.[OH:7][C:8]1[C:9]([CH3:18])=[N:10][CH:11]=[C:12]([CH:17]=1)[C:13]([O:15][CH3:16])=[S:14].C(=O)([O-])[O-].[K+].[K+]. (4) Given the product [CH3:21][N:16]([C:12]1[CH:13]=[CH:14][CH:15]=[C:10]([C:6]2[C:5]3[N:4]([N:3]=[C:2]([NH:1][C:24]4[CH:25]=[CH:26][C:27]([N:30]5[CH2:35][CH2:34][N:33]([CH3:36])[CH2:32][CH2:31]5)=[CH:28][CH:29]=4)[N:22]=3)[CH:9]=[CH:8][CH:7]=2)[CH:11]=1)[S:17]([CH3:20])(=[O:19])=[O:18], predict the reactants needed to synthesize it. The reactants are: [NH2:1][C:2]1[N:22]=[C:5]2[C:6]([C:10]3[CH:11]=[C:12]([N:16]([CH3:21])[S:17]([CH3:20])(=[O:19])=[O:18])[CH:13]=[CH:14][CH:15]=3)=[CH:7][CH:8]=[CH:9][N:4]2[N:3]=1.Br[C:24]1[CH:29]=[CH:28][C:27]([N:30]2[CH2:35][CH2:34][N:33]([CH3:36])[CH2:32][CH2:31]2)=[CH:26][CH:25]=1.C1(P(C2CCCCC2)C2C=CC=CC=2C2C=CC=CC=2P(C2CCCCC2)C2CCCCC2)CCCCC1. (5) Given the product [C:20]([O:24][C:25]([N:8]1[C:9]2[C:5](=[CH:4][CH:3]=[C:2]([C:35]#[N:37])[CH:10]=2)/[C:6](=[CH:12]/[C:13]2[CH:18]=[CH:17][CH:16]=[C:15]([Cl:19])[CH:14]=2)/[C:7]1=[O:11])=[O:27])([CH3:23])([CH3:22])[CH3:21], predict the reactants needed to synthesize it. The reactants are: Cl[C:2]1[CH:10]=[C:9]2[C:5](/[C:6](=[CH:12]/[C:13]3[CH:18]=[CH:17][CH:16]=[C:15]([Cl:19])[CH:14]=3)/[C:7](=[O:11])[NH:8]2)=[CH:4][CH:3]=1.[C:20]([O:24][C:25]([O:27]C(OC(C)(C)C)=O)=O)([CH3:23])([CH3:22])[CH3:21].[CH2:35]([N:37](CC)CC)C. (6) Given the product [Br:11][C:6]1[CH:7]=[C:8]([Cl:10])[CH:9]=[C:4]([CH2:1][CH2:2][OH:13])[C:5]=1[OH:12], predict the reactants needed to synthesize it. The reactants are: [CH2:1]([C:4]1[CH:9]=[C:8]([Cl:10])[CH:7]=[C:6]([Br:11])[C:5]=1[OH:12])[CH:2]=C.[O:13]=[O+][O-].[BH4-].[Na+]. (7) Given the product [F:18][C:15]([F:16])([F:17])[C:2]([CH:3]=[N:19][C:20]1[CH:29]=[CH:28][CH:27]=[C:26]2[C:21]=1[CH:22]=[CH:23][C:24]([O:30][CH3:31])=[N:25]2)([OH:1])[CH2:5][C:6]([C:8]1[CH:9]=[CH:10][CH:11]=[CH:12][CH:13]=1)([CH3:7])[CH3:14], predict the reactants needed to synthesize it. The reactants are: [OH:1][C:2]([C:15]([F:18])([F:17])[F:16])([CH2:5][C:6]([CH3:14])([C:8]1[CH:13]=[CH:12][CH:11]=[CH:10][CH:9]=1)[CH3:7])[CH:3]=O.[NH2:19][C:20]1[CH:29]=[CH:28][CH:27]=[C:26]2[C:21]=1[CH:22]=[CH:23][C:24]([O:30][CH3:31])=[N:25]2. (8) Given the product [Br:32][C:15]1[C:14]2[C:18](=[CH:19][C:8]([C:3]3[CH:4]=[CH:5][CH:6]=[CH:7][C:2]=3[Cl:1])=[C:9]3[C:13]=2[C:12](=[O:30])[NH:11][C:10]3=[O:31])[N:17]([CH2:20][CH2:21][CH2:22][O:23][CH2:24][CH2:25][O:26][CH3:27])[C:16]=1[CH:28]=[O:29], predict the reactants needed to synthesize it. The reactants are: [Cl:1][C:2]1[CH:7]=[CH:6][CH:5]=[CH:4][C:3]=1[C:8]1[CH:19]=[C:18]2[C:14]([CH:15]=[C:16]([CH:28]=[O:29])[N:17]2[CH2:20][CH2:21][CH2:22][O:23][CH2:24][CH2:25][O:26][CH3:27])=[C:13]2[C:9]=1[C:10](=[O:31])[NH:11][C:12]2=[O:30].[Br:32]Br. (9) Given the product [CH:27]([N:5]1[C:6]2[C:11](=[CH:10][C:9]([Cl:26])=[CH:8][CH:7]=2)[C:12]([CH2:13][CH2:14][O:15][C:16]2[CH:25]=[CH:24][C:19]([C:20]([OH:22])=[O:21])=[CH:18][CH:17]=2)=[C:4]1[CH2:3][CH2:2][NH:1][S:43]([CH:40]1[CH2:42][CH2:41]1)(=[O:45])=[O:44])([C:34]1[CH:39]=[CH:38][CH:37]=[CH:36][CH:35]=1)[C:28]1[CH:29]=[CH:30][CH:31]=[CH:32][CH:33]=1, predict the reactants needed to synthesize it. The reactants are: [NH2:1][CH2:2][CH2:3][C:4]1[N:5]([CH:27]([C:34]2[CH:39]=[CH:38][CH:37]=[CH:36][CH:35]=2)[C:28]2[CH:33]=[CH:32][CH:31]=[CH:30][CH:29]=2)[C:6]2[C:11]([C:12]=1[CH2:13][CH2:14][O:15][C:16]1[CH:25]=[CH:24][C:19]([C:20]([O:22]C)=[O:21])=[CH:18][CH:17]=1)=[CH:10][C:9]([Cl:26])=[CH:8][CH:7]=2.[CH:40]1([S:43](Cl)(=[O:45])=[O:44])[CH2:42][CH2:41]1. (10) The reactants are: [CH2:1]([O:3][C:4]([C@@H:6]([NH:15][C@H:16]([C:28](O)=[O:29])[CH2:17][CH2:18][CH2:19][CH2:20][NH:21][C:22](=[O:27])[C:23]([F:26])([F:25])[F:24])[CH2:7][CH2:8][C:9]1[CH:14]=[CH:13][CH:12]=[CH:11][CH:10]=1)=[O:5])[CH3:2].[CH3:31][O:32][C:33](=[O:39])[C@@H:34]1[CH2:38][CH2:37][CH2:36][NH:35]1. Given the product [CH3:31][O:32][C:33](=[O:39])[C@@H:34]1[CH2:38][CH2:37][CH2:36][N:35]1[C:28](=[O:29])[C@H:16]([CH2:17][CH2:18][CH2:19][CH2:20][NH:21][C:22](=[O:27])[C:23]([F:24])([F:26])[F:25])[NH:15][C@H:6]([C:4]([O:3][CH2:1][CH3:2])=[O:5])[CH2:7][CH2:8][C:9]1[CH:14]=[CH:13][CH:12]=[CH:11][CH:10]=1, predict the reactants needed to synthesize it.